This data is from Forward reaction prediction with 1.9M reactions from USPTO patents (1976-2016). The task is: Predict the product of the given reaction. (1) Given the reactants [H-].[Na+].[Cl:3][C:4]1[N:9]=[N:8][C:7]([NH2:10])=[C:6]([O:11][CH3:12])[CH:5]=1.[F:13][C:14]([F:27])([F:26])[O:15][C:16]1[CH:17]=[C:18]([S:22](Cl)(=[O:24])=[O:23])[CH:19]=[CH:20][CH:21]=1.C(O)(=O)CC(CC(O)=O)(C(O)=O)O, predict the reaction product. The product is: [Cl:3][C:4]1[N:9]=[N:8][C:7]([NH:10][S:22]([C:18]2[CH:19]=[CH:20][CH:21]=[C:16]([O:15][C:14]([F:13])([F:26])[F:27])[CH:17]=2)(=[O:24])=[O:23])=[C:6]([O:11][CH3:12])[CH:5]=1. (2) Given the reactants [C:1]([O:5][C@@H:6]([C:11]1[C:39]([CH3:40])=[N:38][C:37]2=[CH:41][C:34]3=[N:35][N:36]2[C:12]=1[N:13]1[CH2:44][CH2:43][C:16]([CH3:45])([CH2:17][CH2:18][CH:19]=[CH:20][CH2:21][O:22][C:23]2[CH:24]=[CH:25][CH:26]=[CH:27][C:28]=2[CH2:29][N:30]2[CH:42]=[C:33]3[CH:32]=[N:31]2)[CH2:15][CH2:14]1)[C:7]([O:9]C)=[O:8])([CH3:4])([CH3:3])[CH3:2].[H][H].O.[OH-].[Li+], predict the reaction product. The product is: [C:1]([O:5][C@@H:6]([C:11]1[C:39]([CH3:40])=[N:38][C:37]2=[CH:41][C:34]3=[N:35][N:36]2[C:12]=1[N:13]1[CH2:14][CH2:15][C:16]([CH3:45])([CH2:17][CH2:18][CH2:19][CH2:20][CH2:21][O:22][C:23]2[CH:24]=[CH:25][CH:26]=[CH:27][C:28]=2[CH2:29][N:30]2[CH:42]=[C:33]3[CH:32]=[N:31]2)[CH2:43][CH2:44]1)[C:7]([OH:9])=[O:8])([CH3:4])([CH3:2])[CH3:3]. (3) Given the reactants Br.Br[CH2:3][C:4]1[CH:9]=[CH:8][CH:7]=[CH:6][N:5]=1.[CH2:10]([O:12][C:13](=[S:15])[SH:14])[CH3:11].[K].O=O.[OH-].[Na+], predict the reaction product. The product is: [C:13]([S:15][CH2:3][C:4]1[CH:9]=[CH:8][CH:7]=[CH:6][N:5]=1)(=[S:14])[O:12][CH2:10][CH3:11]. (4) Given the reactants Br[C:2]1[CH:30]=[CH:29][C:5]2[N:6]([C:10]([C:23]3[CH:28]=[CH:27][CH:26]=[CH:25][CH:24]=3)([C:17]3[CH:22]=[CH:21][CH:20]=[CH:19][CH:18]=3)[C:11]3[CH:16]=[CH:15][CH:14]=[CH:13][CH:12]=3)[C:7](=[O:9])[O:8][C:4]=2[CH:3]=1.[B:31]1([B:31]2[O:35][C:34]([CH3:37])([CH3:36])[C:33]([CH3:39])([CH3:38])[O:32]2)[O:35][C:34]([CH3:37])([CH3:36])[C:33]([CH3:39])([CH3:38])[O:32]1.C([O-])(=O)C.[K+].C(Cl)Cl, predict the reaction product. The product is: [CH3:38][C:33]1([CH3:39])[C:34]([CH3:37])([CH3:36])[O:35][B:31]([C:2]2[CH:30]=[CH:29][C:5]3[N:6]([C:10]([C:23]4[CH:28]=[CH:27][CH:26]=[CH:25][CH:24]=4)([C:17]4[CH:22]=[CH:21][CH:20]=[CH:19][CH:18]=4)[C:11]4[CH:16]=[CH:15][CH:14]=[CH:13][CH:12]=4)[C:7](=[O:9])[O:8][C:4]=3[CH:3]=2)[O:32]1. (5) Given the reactants [CH3:1][O:2][C:3]1[CH:4]=[C:5]2[C:9](=[CH:10][CH:11]=1)[NH:8][C:7]([C:12]([O:14][CH2:15][CH3:16])=[O:13])=[CH:6]2.[C:17](=O)([O-])[O-].[K+].[K+].S(OC)(OC)(=O)=O, predict the reaction product. The product is: [CH3:1][O:2][C:3]1[CH:4]=[C:5]2[C:9](=[CH:10][CH:11]=1)[N:8]([CH3:17])[C:7]([C:12]([O:14][CH2:15][CH3:16])=[O:13])=[CH:6]2.